Dataset: Reaction yield outcomes from USPTO patents with 853,638 reactions. Task: Predict the reaction yield, written as a fraction of the theoretical maximum amount of product (1.0 means a 100% yield; for example, 0.34 means a 34% yield). (1) The reactants are [O:1]1[C@@H:5]2[CH2:6][C:7]3[CH:8]=[CH:9][CH:10]=[CH:11][C:12]=3[C@@H:4]2[NH:3][S:2]1(=[O:14])=[O:13].[CH2:15](O)[C:16]#[CH:17].C1(P(C2C=CC=CC=2)C2C=CC=CC=2)C=CC=CC=1.N(/C(OC(C)C)=O)=N\C(OC(C)C)=O. No catalyst specified. The product is [CH2:17]([N:3]1[C@H:4]2[C:12]3[CH:11]=[CH:10][CH:9]=[CH:8][C:7]=3[CH2:6][C@H:5]2[O:1][S:2]1(=[O:13])=[O:14])[C:16]#[CH:15]. The yield is 0.370. (2) The reactants are [NH2:1][C:2]1[C:3]2[N:4]([C:8]([C@@H:26]3[CH2:30][CH2:29][CH2:28][NH:27]3)=[N:9][C:10]=2[C:11]2[CH:25]=[CH:24][C:14]([C:15]([NH:17][C:18]3[CH:23]=[CH:22][CH:21]=[CH:20][N:19]=3)=[O:16])=[CH:13][CH:12]=2)[CH:5]=[CH:6][N:7]=1. The catalyst is C(O)(=O)C#CCCC. The product is [NH2:1][C:2]1[C:3]2[N:4]([C:8]([C@@H:26]3[CH2:30][CH2:29][CH2:28][N:27]3[C:15](=[O:16])[C:14]#[C:13][CH2:12][CH2:11][CH3:10])=[N:9][C:10]=2[C:11]2[CH:25]=[CH:24][C:14]([C:15]([NH:17][C:18]3[CH:23]=[CH:22][CH:21]=[CH:20][N:19]=3)=[O:16])=[CH:13][CH:12]=2)[CH:5]=[CH:6][N:7]=1. The yield is 0.262. (3) The reactants are Cl.[NH2:2][C@H:3]([C:7]([O:9][CH3:10])=[O:8])[CH:4]([CH3:6])[CH3:5].C(=O)([O-])[O-].[Na+].[Na+].O.[Br:18][C:19]1[CH:24]=[CH:23][C:22]([S:25](Cl)(=[O:27])=[O:26])=[CH:21][CH:20]=1. The catalyst is CC(C)=O. The product is [Br:18][C:19]1[CH:24]=[CH:23][C:22]([S:25]([NH:2][C@H:3]([C:7]([O:9][CH3:10])=[O:8])[CH:4]([CH3:6])[CH3:5])(=[O:27])=[O:26])=[CH:21][CH:20]=1. The yield is 0.840. (4) The reactants are [N+:1]([C:4]1[CH:19]=[CH:18][C:7]([C:8]([CH:10]([C:15](=O)[CH3:16])[C:11]([O:13][CH3:14])=[O:12])=[O:9])=[CH:6][CH:5]=1)([O-:3])=[O:2].Cl.[NH2:21]O.C([O-])(O)=O.[Na+]. The catalyst is C(O)(=O)C. The product is [CH3:16][C:15]1[C:10]([C:11]([O:13][CH3:14])=[O:12])=[C:8]([C:7]2[CH:18]=[CH:19][C:4]([N+:1]([O-:3])=[O:2])=[CH:5][CH:6]=2)[O:9][N:21]=1. The yield is 0.830. (5) The reactants are [CH2:1]([N:8]1[CH2:15][CH:14]2[CH2:16][CH:10]([CH2:11][NH:12][CH2:13]2)[CH2:9]1)[C:2]1[CH:7]=[CH:6][CH:5]=[CH:4][CH:3]=1.[CH2:17]([N:19]=[C:20]=[O:21])[CH3:18]. The catalyst is C(Cl)Cl. The product is [CH2:1]([N:8]1[CH2:9][CH:10]2[CH2:16][CH:14]([CH2:13][N:12]([C:20]([NH:19][CH2:17][CH3:18])=[O:21])[CH2:11]2)[CH2:15]1)[C:2]1[CH:7]=[CH:6][CH:5]=[CH:4][CH:3]=1. The yield is 0.840. (6) The reactants are [NH2:1][C:2]1[CH:7]=[C:6]([C:8]#[N:9])[CH:5]=[C:4]([C:10]([F:13])([F:12])[F:11])[C:3]=1[N:14]([CH2:20][C:21]1[CH:26]=[CH:25][CH:24]=[CH:23][C:22]=1[Cl:27])[C:15](=O)[O:16]CC.[H-].[Na+].Cl. The catalyst is C(O)C. The product is [Cl:27][C:22]1[CH:23]=[CH:24][CH:25]=[CH:26][C:21]=1[CH2:20][N:14]1[C:3]2[C:4]([C:10]([F:12])([F:11])[F:13])=[CH:5][C:6]([C:8]#[N:9])=[CH:7][C:2]=2[NH:1][C:15]1=[O:16]. The yield is 0.960.